From a dataset of HIV replication inhibition screening data with 41,000+ compounds from the AIDS Antiviral Screen. Binary Classification. Given a drug SMILES string, predict its activity (active/inactive) in a high-throughput screening assay against a specified biological target. (1) The compound is CC1(C)SC2C(NC(=O)C(N)c3ccccc3)C(=O)N2C1C(=O)O. The result is 0 (inactive). (2) The drug is CC(C)C(=O)CC(c1ccc(Cl)cc1)N1N=C(C(C)C)CC1c1ccc(Cl)cc1. The result is 0 (inactive). (3) The compound is O=C(CC(=O)Nc1ccc(C(=O)O)cc1)Nc1ccc(C(=O)O)cc1. The result is 0 (inactive). (4) The compound is Cc1ccc(Cc2cc(N3CCN(c4cccc(Cl)c4)CC3)nnc2C)cc1. The result is 0 (inactive). (5) The compound is CC(=O)OC1CCC2(C)C(C1)CC(OC(C)=O)C1C2CCC2(C)C(C(C)CCc3nc4ccccc4[nH]3)CCC12. The result is 0 (inactive).